The task is: Predict the product of the given reaction.. This data is from Forward reaction prediction with 1.9M reactions from USPTO patents (1976-2016). (1) Given the reactants [F:1][C:2]1[CH:3]=[C:4]([CH:7]=[CH:8][C:9]=1[OH:10])[CH:5]=[O:6].C([O-])([O-])=O.[K+].[K+].[C:17]([O:20][CH2:21][CH2:22]Br)(=[O:19])[CH3:18], predict the reaction product. The product is: [C:17]([O:20][CH2:21][CH2:22][O:10][C:9]1[CH:8]=[CH:7][C:4]([CH:5]=[O:6])=[CH:3][C:2]=1[F:1])(=[O:19])[CH3:18]. (2) The product is: [Br:16][C:17]1[CH:18]=[CH:19][C:20]([S:23]([O:26][C@@H:27]2[CH2:31][N:30]([C:32](=[O:49])[C@@H:33]([NH:41][C:42]([O:44][C:45]([CH3:48])([CH3:47])[CH3:46])=[O:43])[CH2:34][CH2:35][CH2:36][CH2:37][CH2:38][CH:39]=[CH2:40])[C@H:29]([C:50]([N:52]([C:9]([O:11][C:12]([CH3:13])([CH3:14])[CH3:15])=[O:10])[C@:53]3([C:58]([O:60][CH2:61][CH3:62])=[O:59])[CH2:55][C@H:54]3[CH:56]=[CH2:57])=[O:51])[CH2:28]2)(=[O:24])=[O:25])=[CH:21][CH:22]=1. Given the reactants [C:9](O[C:9]([O:11][C:12]([CH3:15])([CH3:14])[CH3:13])=[O:10])([O:11][C:12]([CH3:15])([CH3:14])[CH3:13])=[O:10].[Br:16][C:17]1[CH:22]=[CH:21][C:20]([S:23]([O:26][C@@H:27]2[CH2:31][N:30]([C:32](=[O:49])[C@@H:33]([NH:41][C:42]([O:44][C:45]([CH3:48])([CH3:47])[CH3:46])=[O:43])[CH2:34][CH2:35][CH2:36][CH2:37][CH2:38][CH:39]=[CH2:40])[C@H:29]([C:50]([NH:52][C@:53]3([C:58]([O:60][CH2:61][CH3:62])=[O:59])[CH2:55][C@H:54]3[CH:56]=[CH2:57])=[O:51])[CH2:28]2)(=[O:25])=[O:24])=[CH:19][CH:18]=1, predict the reaction product. (3) Given the reactants Cl.Cl.[NH2:3][CH2:4][C@@H:5]([C:7]1[CH:8]=[N:9][CH:10]=[CH:11][CH:12]=1)[OH:6].[Br:13][C:14]1[CH:19]=[CH:18][C:17]([CH2:20][CH2:21][C:22](O)=[O:23])=[CH:16][CH:15]=1.Cl.CN(C)CCCN=C=NCC.O.ON1C2C=CC=CC=2N=N1.[OH-].[Na+], predict the reaction product. The product is: [Br:13][C:14]1[CH:15]=[CH:16][C:17]([CH2:20][CH2:21][C:22]([NH:3][CH2:4][C@H:5]([OH:6])[C:7]2[CH:8]=[N:9][CH:10]=[CH:11][CH:12]=2)=[O:23])=[CH:18][CH:19]=1.